Dataset: Reaction yield outcomes from USPTO patents with 853,638 reactions. Task: Predict the reaction yield, written as a fraction of the theoretical maximum amount of product (1.0 means a 100% yield; for example, 0.34 means a 34% yield). (1) The reactants are [F:1][C:2]([F:21])([F:20])[C:3]1[N:8]=[CH:7][C:6]([C:9]2[N:14]=[C:13](N)[C:12]([C:16]([F:19])([F:18])[F:17])=[CH:11][N:10]=2)=[CH:5][N:4]=1.N(OC(C)(C)C)=O.[Cl-:29].[Na+].O. The catalyst is CC#N. The product is [Cl:29][C:13]1[C:12]([C:16]([F:19])([F:18])[F:17])=[CH:11][N:10]=[C:9]([C:6]2[CH:5]=[N:4][C:3]([C:2]([F:21])([F:20])[F:1])=[N:8][CH:7]=2)[N:14]=1. The yield is 0.590. (2) The reactants are C(N[CH:5]([CH3:7])[CH3:6])(C)C.C([Li])CCC.[CH3:13][O:14][C:15](=[O:26])[CH2:16][C:17]1C=CC(SC)=C(Cl)C=1.ICC1CC[O:31][CH2:30]1. The catalyst is O1CCCC1.CN1CCCN(C)C1=O. The product is [CH3:13][O:14][C:15](=[O:26])[CH:16]([CH:6]1[CH2:5][CH2:7][O:31][CH2:30]1)[CH3:17]. The yield is 0.410. (3) The catalyst is CN1CCCC1=O.O. The reactants are [OH-].[K+].[I:3][C:4]1[N:5]=[C:6]([CH:10]2[CH2:15][CH2:14][N:13]([C:16]([O:18][C:19]([CH3:22])([CH3:21])[CH3:20])=[O:17])[CH2:12][CH2:11]2)[NH:7][C:8]=1[I:9].Cl.Cl[CH2:25][CH2:26][N:27]1[CH2:31][CH2:30][CH2:29][CH2:28]1.P(=O)(O)(O)O. The yield is 0.990. The product is [I:3][C:4]1[N:5]=[C:6]([CH:10]2[CH2:11][CH2:12][N:13]([C:16]([O:18][C:19]([CH3:22])([CH3:21])[CH3:20])=[O:17])[CH2:14][CH2:15]2)[N:7]([CH2:25][CH2:26][N:27]2[CH2:31][CH2:30][CH2:29][CH2:28]2)[C:8]=1[I:9]. (4) The reactants are [O:1]=[C:2]1[C:11]2[C:6](=[CH:7][CH:8]=[CH:9][CH:10]=2)[NH:5][CH:4]=[C:3]1[C:12]([OH:14])=O.CN(C(ON1N=NC2C=CC=CC1=2)=[N+](C)C)C.F[P-](F)(F)(F)(F)F.CCN(CC)CC.[NH2:46][C:47]1[C:48]([C:58]([CH3:61])([CH3:60])[CH3:59])=[CH:49][C:50]([C:54]([CH3:57])([CH3:56])[CH3:55])=[C:51]([OH:53])[CH:52]=1. The catalyst is CN(C=O)C.CCOCC.CCO. The product is [CH3:61][C:58]([C:48]1[CH:49]=[C:50]([C:54]([CH3:57])([CH3:56])[CH3:55])[C:51]([OH:53])=[CH:52][C:47]=1[NH:46][C:12]([C:3]1[C:2](=[O:1])[C:11]2[C:6](=[CH:7][CH:8]=[CH:9][CH:10]=2)[NH:5][CH:4]=1)=[O:14])([CH3:59])[CH3:60]. The yield is 0.520. (5) The reactants are [NH:1]([C:43]([CH3:45])=[O:44])[C@H:2]([C:18]([NH:20][C@H:21]([C:26]([NH:28][C@H:29]([C:39]([O:41][CH3:42])=[O:40])[CH2:30][O:31]CC1C=CC=CC=1)=[O:27])[C@H:22]([CH2:24][CH3:25])[CH3:23])=[O:19])[CH2:3][C:4]1[CH:9]=[CH:8][C:7]([O:10]CC2C=CC=CC=2)=[CH:6][CH:5]=1.C(O)(C(F)(F)F)=O. The catalyst is CO.[Pd]. The product is [NH:1]([C:43]([CH3:45])=[O:44])[C@H:2]([C:18]([NH:20][C@H:21]([C:26]([NH:28][C@H:29]([C:39]([O:41][CH3:42])=[O:40])[CH2:30][OH:31])=[O:27])[C@H:22]([CH2:24][CH3:25])[CH3:23])=[O:19])[CH2:3][C:4]1[CH:5]=[CH:6][C:7]([OH:10])=[CH:8][CH:9]=1. The yield is 0.960. (6) The reactants are [F:1][C:2]1[CH:3]=[C:4]([CH:14]=[C:15]([F:17])[CH:16]=1)[CH2:5][P:6](=[O:13])([O:10]CC)[O:7]CC.Br[Si](C)(C)C.O. The catalyst is ClCCl.CO. The product is [F:17][C:15]1[CH:14]=[C:4]([CH:3]=[C:2]([F:1])[CH:16]=1)[CH2:5][P:6](=[O:7])([OH:13])[OH:10]. The yield is 0.910. (7) The reactants are C(OC([N:8]1[CH2:18][CH:17]2[O:19][CH:10]([C:11]3[C:16]2=[CH:15][C:14]([NH2:20])=[CH:13][CH:12]=3)[CH2:9]1)=O)(C)(C)C.Cl[C:22]1[N:27]=[C:26]([NH:28][C:29]2[CH:38]=[CH:37][CH:36]=[CH:35][C:30]=2[C:31]([NH:33][CH3:34])=[O:32])[C:25]([Cl:39])=[CH:24][N:23]=1. The catalyst is COCCO.C([O-])(O)=O.[Na+]. The product is [Cl:39][C:25]1[C:26]([NH:28][C:29]2[CH:38]=[CH:37][CH:36]=[CH:35][C:30]=2[C:31]([NH:33][CH3:34])=[O:32])=[N:27][C:22]([NH:20][C:14]2[CH:13]=[CH:12][C:11]3[CH:10]4[O:19][CH:17]([CH2:18][NH:8][CH2:9]4)[C:16]=3[CH:15]=2)=[N:23][CH:24]=1. The yield is 0.100. (8) The reactants are C([BH3-])#N.[Na+].[I-].[Br:6][C:7]1[CH:16]=[CH:15][C:14]([N+:17]([O-:19])=[O:18])=[C:13]2[C:8]=1[CH:9]=[CH:10][N+:11]([CH3:20])=[CH:12]2. The catalyst is CO.O.O.O.O.O.O.[N+]([O-])([O-])=O.[Ni+2].[N+]([O-])([O-])=O. The product is [Br:6][C:7]1[CH:16]=[CH:15][C:14]([N+:17]([O-:19])=[O:18])=[C:13]2[C:8]=1[CH2:9][CH2:10][N:11]([CH3:20])[CH2:12]2. The yield is 0.830. (9) The reactants are C([O:5][C:6](=[O:31])[N:7]([CH2:9][C:10]1[CH:14]=[C:13]([C:15]2[CH:20]=[CH:19][N:18]=[CH:17][C:16]=2[F:21])[N:12]([S:22]([C:25]2[CH:26]=[N:27][CH:28]=[CH:29][CH:30]=2)(=[O:24])=[O:23])[CH:11]=1)C)(C)(C)C.[C:32]([O:35]CC)(=[O:34])[CH3:33].Cl.[CH3:39]O. No catalyst specified. The product is [C:6]([OH:5])(=[O:31])/[CH:39]=[CH:33]/[C:32]([OH:35])=[O:34].[F:21][C:16]1[CH:17]=[N:18][CH:19]=[CH:20][C:15]=1[C:13]1[N:12]([S:22]([C:25]2[CH:26]=[N:27][CH:28]=[CH:29][CH:30]=2)(=[O:24])=[O:23])[CH:11]=[C:10]([CH2:9][NH:7][CH3:6])[CH:14]=1. The yield is 0.720.